The task is: Predict which catalyst facilitates the given reaction.. This data is from Catalyst prediction with 721,799 reactions and 888 catalyst types from USPTO. Product: [CH3:1][O:2][C:3](=[O:14])[CH:4]([NH:24][CH2:23][CH2:22][NH:21][C:20]([O:19][C:15]([CH3:18])([CH3:17])[CH3:16])=[O:25])[C:5]1[CH:10]=[CH:9][CH:8]=[C:7]([O:11][CH3:12])[CH:6]=1. The catalyst class is: 1. Reactant: [CH3:1][O:2][C:3](=[O:14])[CH:4](Br)[C:5]1[CH:10]=[CH:9][CH:8]=[C:7]([O:11][CH3:12])[CH:6]=1.[C:15]([O:19][C:20](=[O:25])[NH:21][CH2:22][CH2:23][NH2:24])([CH3:18])([CH3:17])[CH3:16].C([O-])([O-])=O.[K+].[K+].